This data is from Forward reaction prediction with 1.9M reactions from USPTO patents (1976-2016). The task is: Predict the product of the given reaction. (1) Given the reactants Br[C:2]1[CH:6]=[CH:5][O:4][C:3]=1[CH:7]1[O:11][CH2:10][CH2:9][O:8]1.C([Li])(C)(C)C.CN([CH:20]=[O:21])C.O.O.C(O)(=O)C(O)=O, predict the reaction product. The product is: [O:8]1[CH2:9][CH2:10][O:11][CH:7]1[C:3]1[O:4][CH:5]=[CH:6][C:2]=1[CH:20]=[O:21]. (2) Given the reactants [K].C([O:9][C:10]1[CH:11]=[C:12]([CH:22]=[CH:23][C:24]=1[N:25]1[CH2:29][C:28](=[O:30])[NH:27][S:26]1(=[O:32])=[O:31])[CH2:13][CH:14]1[NH:20][C:19](=[O:21])[CH2:18][CH2:17][CH2:16][CH2:15]1)C1C=CC=CC=1, predict the reaction product. The product is: [OH:9][C:10]1[CH:11]=[C:12]([CH:22]=[CH:23][C:24]=1[N:25]1[CH2:29][C:28](=[O:30])[NH:27][S:26]1(=[O:32])=[O:31])[CH2:13][CH:14]1[NH:20][C:19](=[O:21])[CH2:18][CH2:17][CH2:16][CH2:15]1. (3) Given the reactants ClCCl.[C:4]1([CH2:22][OH:23])[S:5][CH:6]=[C:7]2[C:13]=1[C:12]1[CH:14]=[CH:15][CH:16]=[CH:17][C:11]=1[S:10][C:9]1[CH:18]=[CH:19][CH:20]=[CH:21][C:8]2=1, predict the reaction product. The product is: [C:4]1([CH:22]=[O:23])[S:5][CH:6]=[C:7]2[C:13]=1[C:12]1[CH:14]=[CH:15][CH:16]=[CH:17][C:11]=1[S:10][C:9]1[CH:18]=[CH:19][CH:20]=[CH:21][C:8]2=1. (4) Given the reactants [C:1]([O:5][C:6]([NH:8][CH2:9][C:10]1[CH:30]=[CH:29][C:13]([C:14]([NH:16][CH2:17][C:18]2[CH:28]=[CH:27][C:21]([O:22][CH2:23][C:24](O)=[O:25])=[CH:20][CH:19]=2)=[O:15])=[CH:12][CH:11]=1)=[O:7])([CH3:4])([CH3:3])[CH3:2].N1C=CC=CC=1.F[P-](F)(F)(F)(F)F.N1(O[P+](N(C)C)(N(C)C)N(C)C)C2C=CC=CC=2N=N1.[Si:64]([O:71][C@H:72]1[CH2:76][NH:75][CH2:74][C@@H:73]1[OH:77])([C:67]([CH3:70])([CH3:69])[CH3:68])([CH3:66])[CH3:65], predict the reaction product. The product is: [Si:64]([O:71][C@H:72]1[C@H:73]([OH:77])[CH2:74][N:75]([C:24](=[O:25])[CH2:23][O:22][C:21]2[CH:20]=[CH:19][C:18]([CH2:17][NH:16][C:14]([C:13]3[CH:29]=[CH:30][C:10]([CH2:9][NH:8][C:6](=[O:7])[O:5][C:1]([CH3:4])([CH3:2])[CH3:3])=[CH:11][CH:12]=3)=[O:15])=[CH:28][CH:27]=2)[CH2:76]1)([C:67]([CH3:70])([CH3:69])[CH3:68])([CH3:66])[CH3:65]. (5) Given the reactants FC(F)(F)S(O[C:7]1[C:12]([C:14]2[CH:19]=[CH:18][C:17]([Cl:20])=[C:16]([C:21]([F:24])([F:23])[F:22])[CH:15]=2)([CH3:13])[CH2:11][CH:10]([O:25][CH2:26][C:27]2[CH:32]=[CH:31][CH:30]=[CH:29][CH:28]=2)[CH2:9][CH:8]=1)(=O)=O.C1(P(C2C=CC=CC=2)C2C=CC=CC=2)C=CC=CC=1.[CH3:54][OH:55].C(N(CC)CC)C.CN([CH:66]=[O:67])C, predict the reaction product. The product is: [CH2:26]([O:25][CH:10]1[CH2:11][C:12]([C:14]2[CH:19]=[CH:18][C:17]([Cl:20])=[C:16]([C:21]([F:23])([F:22])[F:24])[CH:15]=2)([CH3:13])[C:7]([C:54]([O:67][CH3:66])=[O:55])=[CH:8][CH2:9]1)[C:27]1[CH:32]=[CH:31][CH:30]=[CH:29][CH:28]=1. (6) Given the reactants [CH2:1]([Sn:5](Cl)([CH2:10][CH2:11][CH2:12][CH3:13])[CH2:6][CH2:7][CH2:8][CH3:9])[CH2:2][CH2:3][CH3:4].C[Si]([N-][Si](C)(C)C)(C)C.[Li+].C1COCC1.[N+:30]([C:33]1[CH:55]=[CH:54][C:36]([CH2:37][O:38][C:39]([NH:41][CH2:42][CH2:43][CH2:44][S:45][C:46]2[N:47]=[CH:48][N:49]3[CH:53]=[CH:52][S:51][C:50]=23)=[O:40])=[CH:35][CH:34]=1)([O-:32])=[O:31].[Cl-].[NH4+], predict the reaction product. The product is: [N+:30]([C:33]1[CH:34]=[CH:35][C:36]([CH2:37][O:38][C:39]([NH:41][CH2:42][CH2:43][CH2:44][S:45][C:46]2[N:47]=[CH:48][N:49]3[CH:53]=[C:52]([Sn:5]([CH2:10][CH2:11][CH2:12][CH3:13])([CH2:6][CH2:7][CH2:8][CH3:9])[CH2:1][CH2:2][CH2:3][CH3:4])[S:51][C:50]=23)=[O:40])=[CH:54][CH:55]=1)([O-:32])=[O:31]. (7) The product is: [CH2:22]([N:12]1[C:9]2[CH2:10][CH2:11][N:6]([CH3:4])[CH2:7][C:8]=2[C:14]([C:15]2[CH:16]=[CH:17][C:18]([Cl:21])=[CH:19][CH:20]=2)=[CH:13]1)[C:23]1[CH:24]=[CH:25][CH:26]=[CH:27][CH:28]=1. Given the reactants C(O[C:4]([N:6]1[CH2:11][CH2:10][C:9]2[N:12]([CH2:22][C:23]3[CH:28]=[CH:27][CH:26]=[CH:25][CH:24]=3)[CH:13]=[C:14]([C:15]3[CH:20]=[CH:19][C:18]([Cl:21])=[CH:17][CH:16]=3)[C:8]=2[CH2:7]1)=O)C.C(OC(N1CCC(=O)CC1)=O)C.C(N)C1C=CC=CC=1.ClC1C=CC(C=C[N+]([O-])=O)=CC=1, predict the reaction product. (8) Given the reactants C([O:3][C:4]([C:6]1[CH:10]=[C:9]([C:11]2[S:12][C:13]([C:16]3[CH:21]=[CH:20][CH:19]=[C:18]([S:22]([CH3:25])(=[O:24])=[O:23])[CH:17]=3)=[CH:14][CH:15]=2)[N:8]([C:26]2[CH:31]=[CH:30][CH:29]=[CH:28][C:27]=2[C:32]([F:35])([F:34])[F:33])[N:7]=1)=[O:5])C.[OH-].[Na+].CO, predict the reaction product. The product is: [CH3:25][S:22]([C:18]1[CH:17]=[C:16]([C:13]2[S:12][C:11]([C:9]3[N:8]([C:26]4[CH:31]=[CH:30][CH:29]=[CH:28][C:27]=4[C:32]([F:33])([F:34])[F:35])[N:7]=[C:6]([C:4]([OH:5])=[O:3])[CH:10]=3)=[CH:15][CH:14]=2)[CH:21]=[CH:20][CH:19]=1)(=[O:24])=[O:23]. (9) Given the reactants Br[C:2]1[CH:14]=[C:13]([N+:15]([O-:17])=[O:16])[CH:12]=[CH:11][C:3]=1[C:4]([O:6][C:7]([CH3:10])([CH3:9])[CH3:8])=[O:5].[CH3:18][Si:19]([C:22]#[CH:23])([CH3:21])[CH3:20], predict the reaction product. The product is: [N+:15]([C:13]1[CH:12]=[CH:11][C:3]([C:4]([O:6][C:7]([CH3:10])([CH3:9])[CH3:8])=[O:5])=[C:2]([C:23]#[C:22][Si:19]([CH3:21])([CH3:20])[CH3:18])[CH:14]=1)([O-:17])=[O:16]. (10) Given the reactants [CH2:1]([C@@:4]1(C)[CH2:9][C@H:8]([C:10]2[CH:15]=[CH:14][CH:13]=[C:12]([Cl:16])[CH:11]=2)[C@@H:7]([C:17]2[CH:22]=[CH:21][C:20]([Cl:23])=[CH:19][CH:18]=2)[N:6]([C@@H:24]([CH2:28][CH3:29])[CH:25]([OH:27])[CH3:26])[C:5]1=[O:30])C=C.CC[O:34][C:35]([CH3:37])=[O:36], predict the reaction product. The product is: [Cl:16][C:12]1[CH:11]=[C:10]([C@@H:8]2[C@@H:7]([C:17]3[CH:22]=[CH:21][C:20]([Cl:23])=[CH:19][CH:18]=3)[N:6]([C@@H:24]([CH2:28][CH3:29])[C:25](=[O:27])[CH3:26])[C:5](=[O:30])[C@:4]([CH2:37][C:35]([OH:34])=[O:36])([CH3:1])[CH2:9]2)[CH:15]=[CH:14][CH:13]=1.